This data is from Forward reaction prediction with 1.9M reactions from USPTO patents (1976-2016). The task is: Predict the product of the given reaction. (1) The product is: [CH:1]1([C:4]2[N:8]([CH:10]([CH3:12])[CH3:11])[CH:7]=[C:6]([I:9])[N:5]=2)[CH2:3][CH2:2]1. Given the reactants [CH:1]1([C:4]2[NH:5][C:6]([I:9])=[CH:7][N:8]=2)[CH2:3][CH2:2]1.[CH:10](Br)([CH3:12])[CH3:11], predict the reaction product. (2) Given the reactants [O:1]1[C:10]2[C:5](=[CH:6][C:7](B3OC(C)(C)C(C)(C)O3)=[CH:8][CH:9]=2)[C:4](=[O:20])[CH:3]=[CH:2]1.Br[C:22]1[CH:23]=[C:24]([CH:26]=[CH:27][CH:28]=1)[NH2:25].[O-]P([O-])([O-])=O.[K+].[K+].[K+].C1(P(C2CCCCC2)C2CCCCC2)CCCCC1, predict the reaction product. The product is: [O:20]=[C:4]1[C:5]2[C:10](=[CH:9][CH:8]=[C:7]([C:22]3[CH:23]=[C:24]([NH2:25])[CH:26]=[CH:27][CH:28]=3)[CH:6]=2)[O:1][CH:2]=[CH:3]1.